Dataset: Reaction yield outcomes from USPTO patents with 853,638 reactions. Task: Predict the reaction yield, written as a fraction of the theoretical maximum amount of product (1.0 means a 100% yield; for example, 0.34 means a 34% yield). (1) The reactants are Br[CH2:2][CH2:3][CH2:4][CH2:5][CH2:6][C:7]([NH:9][C@@H:10]1[CH2:15][CH2:14][CH2:13][CH2:12][C@@H:11]1[C:16]([N:18]1[C@@H:30]2[C@@H:21]([C@H:22]([C:31]3[CH:36]=[CH:35][CH:34]=[CH:33][CH:32]=3)[NH:23][C:24]3[CH:25]=[CH:26][CH:27]=[CH:28][C:29]=32)[CH2:20][CH2:19]1)=[O:17])=[O:8].O.[NH2:38][CH2:39][CH2:40][OH:41]. No catalyst specified. The product is [OH:41][CH2:40][CH2:39][NH:38][CH2:2][CH2:3][CH2:4][CH2:5][CH2:6][C:7]([NH:9][C@@H:10]1[CH2:15][CH2:14][CH2:13][CH2:12][C@@H:11]1[C:16]([N:18]1[C@@H:30]2[C@@H:21]([C@H:22]([C:31]3[CH:36]=[CH:35][CH:34]=[CH:33][CH:32]=3)[NH:23][C:24]3[CH:25]=[CH:26][CH:27]=[CH:28][C:29]=32)[CH2:20][CH2:19]1)=[O:17])=[O:8]. The yield is 0.730. (2) The catalyst is C(O)CCC. The yield is 0.620. The product is [CH:9]1([CH2:8][C:2]2[N:17]3[CH:18]=[CH:19][C:20]([C:22]([N:24]([CH2:27][CH3:28])[CH2:25][CH3:26])=[O:23])=[CH:21][C:16]3=[N:15][C:3]=2[CH:5]2[CH2:7][CH2:6]2)[CH2:14][CH2:13][CH2:12][CH2:11][CH2:10]1. The reactants are Br[CH:2]([CH2:8][CH:9]1[CH2:14][CH2:13][CH2:12][CH2:11][CH2:10]1)[C:3]([CH:5]1[CH2:7][CH2:6]1)=O.[NH2:15][C:16]1[CH:21]=[C:20]([C:22]([N:24]([CH2:27][CH3:28])[CH2:25][CH3:26])=[O:23])[CH:19]=[CH:18][N:17]=1. (3) The reactants are [F:1][C:2]1[CH:7]=[CH:6][C:5]([N:8]2[CH:13]=[CH:12][CH:11]=[C:10]([C:14]([OH:16])=O)[C:9]2=[O:17])=[CH:4][CH:3]=1.CCN=C=NCCCN(C)C.C1C=CC2N(O)N=NC=2C=1.[CH3:39][O:40][C:41]1[CH:66]=[CH:65][C:44]([CH2:45][N:46]2[C:50]3=[N:51][CH:52]=[CH:53][C:54]([O:55][C:56]4[CH:61]=[CH:60][C:59]([NH2:62])=[CH:58][C:57]=4[F:63])=[C:49]3[C:48]([CH3:64])=[N:47]2)=[CH:43][CH:42]=1.CCN(CC)CC. The catalyst is CN(C=O)C.CCOC(C)=O. The product is [F:63][C:57]1[CH:58]=[C:59]([NH:62][C:14]([C:10]2[C:9](=[O:17])[N:8]([C:5]3[CH:4]=[CH:3][C:2]([F:1])=[CH:7][CH:6]=3)[CH:13]=[CH:12][CH:11]=2)=[O:16])[CH:60]=[CH:61][C:56]=1[O:55][C:54]1[CH:53]=[CH:52][N:51]=[C:50]2[N:46]([CH2:45][C:44]3[CH:65]=[CH:66][C:41]([O:40][CH3:39])=[CH:42][CH:43]=3)[N:47]=[C:48]([CH3:64])[C:49]=12. The yield is 0.960.